This data is from Full USPTO retrosynthesis dataset with 1.9M reactions from patents (1976-2016). The task is: Predict the reactants needed to synthesize the given product. (1) Given the product [CH3:56][N:55]([CH3:57])[CH2:54][CH2:53][N:32]([CH2:25][C:26]1[CH:31]=[CH:30][CH:29]=[CH:28][C:27]=1[C:38]([F:41])([F:40])[F:39])[C:33](=[O:34])[CH2:35][N:36]([C:43]1[CH:44]=[CH:45][CH:46]=[C:47]2[C:52]=1[CH2:51][N:50]([C:4]([NH:20][CH3:17])=[O:7])[CH2:49][CH2:48]2)[C:37](=[O:42])[C:38]([F:39])([F:40])[F:41], predict the reactants needed to synthesize it. The reactants are: Cl.CN.[C:4]([O-:7])([O-])=O.[Na+].[Na+].ClC(OC1C=C[C:17]([N+:20]([O-])=O)=CC=1)=O.Cl.Cl.[CH2:25]([N:32]([CH2:53][CH2:54][N:55]([CH3:57])[CH3:56])[C:33]([CH2:35][N:36]([C:43]1[CH:44]=[CH:45][CH:46]=[C:47]2[C:52]=1[CH2:51][NH:50][CH2:49][CH2:48]2)[C:37](=[O:42])[C:38]([F:41])([F:40])[F:39])=[O:34])[C:26]1[CH:31]=[CH:30][CH:29]=[CH:28][CH:27]=1. (2) Given the product [Cl:16][C:4]1[C:5](=[O:15])[N:6]([C:9]2[CH:14]=[CH:13][CH:12]=[CH:11][CH:10]=2)[N:7]([CH3:8])[C:3]=1[CH2:2][N:26]1[CH2:27][CH2:28][N:23]([C:19]2[CH:18]=[C:17]([CH3:29])[CH:22]=[CH:21][CH:20]=2)[CH2:24][CH2:25]1, predict the reactants needed to synthesize it. The reactants are: Br[CH2:2][C:3]1[N:7]([CH3:8])[N:6]([C:9]2[CH:14]=[CH:13][CH:12]=[CH:11][CH:10]=2)[C:5](=[O:15])[C:4]=1[Cl:16].[C:17]1([CH3:29])[CH:22]=[CH:21][CH:20]=[C:19]([N:23]2[CH2:28][CH2:27][NH:26][CH2:25][CH2:24]2)[CH:18]=1. (3) Given the product [C:1]([C:3]1[CH:4]=[C:5]([CH:9]=[C:10]([C:12]([F:15])([F:14])[F:13])[CH:11]=1)[C:6]([N:18]([O:19][CH3:20])[CH3:17])=[O:7])#[N:2], predict the reactants needed to synthesize it. The reactants are: [C:1]([C:3]1[CH:4]=[C:5]([CH:9]=[C:10]([C:12]([F:15])([F:14])[F:13])[CH:11]=1)[C:6](O)=[O:7])#[N:2].Cl.[CH3:17][NH:18][O:19][CH3:20].C(N(CC)C(C)C)(C)C.P(C#N)(OCC)(OCC)=O. (4) Given the product [CH:1]1([CH:4]([CH:6]2[CH2:7][CH2:8][N:9]([C:12]([O:14][C:15]([CH3:16])([CH3:18])[CH3:17])=[O:13])[CH2:10][CH2:11]2)[CH3:5])[CH2:3][CH2:2]1, predict the reactants needed to synthesize it. The reactants are: [CH:1]1([C:4]([CH:6]2[CH2:11][CH2:10][N:9]([C:12]([O:14][C:15]([CH3:18])([CH3:17])[CH3:16])=[O:13])[CH2:8][CH2:7]2)=[CH2:5])[CH2:3][CH2:2]1. (5) The reactants are: [NH2:1][C@@H:2]([CH3:18])[CH2:3][N:4]1[CH:8]=[CH:7][C:6]([C:9]2[CH:16]=[CH:15][C:12]([C:13]#[N:14])=[C:11]([Cl:17])[CH:10]=2)=[N:5]1.[N:19]1[CH:24]=[CH:23][CH:22]=[C:21]([C:25]2[N:29]=[C:28]([C:30](O)=[O:31])[O:27][N:26]=2)[CH:20]=1.C1C=CC2N(O)N=NC=2C=1.CCN(C(C)C)C(C)C.CCN=C=NCCCN(C)C. Given the product [Cl:17][C:11]1[CH:10]=[C:9]([C:6]2[CH:7]=[CH:8][N:4]([CH2:3][C@@H:2]([NH:1][C:30]([C:28]3[O:27][N:26]=[C:25]([C:21]4[CH:20]=[N:19][CH:24]=[CH:23][CH:22]=4)[N:29]=3)=[O:31])[CH3:18])[N:5]=2)[CH:16]=[CH:15][C:12]=1[C:13]#[N:14], predict the reactants needed to synthesize it. (6) Given the product [ClH:33].[CH3:26][O:25][CH2:24][C@H:10]1[CH2:9][NH:8][CH2:14][C:13]2[N:15]=[CH:16][C:17]([N:19]([CH3:23])[CH2:20][CH2:21][CH3:22])=[N:18][C:12]=2[O:11]1, predict the reactants needed to synthesize it. The reactants are: C([N:8]1[CH2:14][C:13]2[N:15]=[CH:16][C:17]([N:19]([CH3:23])[CH2:20][CH2:21][CH3:22])=[N:18][C:12]=2[O:11][C@@H:10]([CH2:24][O:25][CH3:26])[CH2:9]1)C1C=CC=CC=1.C(OCC)(=O)C.[ClH:33]. (7) Given the product [Cl:1][C:2]1[N:7]=[C:6]([C:8]2[S:45][C:43]([N:38]3[CH2:42][CH2:41][CH2:40][CH2:39]3)=[N:44][C:9]=2[C:11]2[CH:12]=[CH:13][C:14]([F:29])=[C:15]([NH:17][S:18]([C:21]3[C:26]([F:27])=[CH:25][CH:24]=[CH:23][C:22]=3[F:28])(=[O:20])=[O:19])[CH:16]=2)[CH:5]=[CH:4][N:3]=1, predict the reactants needed to synthesize it. The reactants are: [Cl:1][C:2]1[N:7]=[C:6]([CH2:8][C:9]([C:11]2[CH:12]=[CH:13][C:14]([F:29])=[C:15]([NH:17][S:18]([C:21]3[C:26]([F:27])=[CH:25][CH:24]=[CH:23][C:22]=3[F:28])(=[O:20])=[O:19])[CH:16]=2)=O)[CH:5]=[CH:4][N:3]=1.C1C(=O)N(Br)C(=O)C1.[N:38]1([C:43](=[S:45])[NH2:44])[CH2:42][CH2:41][CH2:40][CH2:39]1.